From a dataset of Reaction yield outcomes from USPTO patents with 853,638 reactions. Predict the reaction yield, written as a fraction of the theoretical maximum amount of product (1.0 means a 100% yield; for example, 0.34 means a 34% yield). (1) The reactants are [CH:1]([C:4]1[C:5]([CH3:11])=[N+:6]([O-])[CH:7]=[CH:8][CH:9]=1)([CH3:3])[CH3:2].C(OC(C(F)(F)F)=O)(C(F)(F)F)=[O:13]. The catalyst is C(Cl)Cl. The product is [CH:1]([C:4]1[C:5]([CH2:11][OH:13])=[N:6][CH:7]=[CH:8][CH:9]=1)([CH3:3])[CH3:2]. The yield is 0.990. (2) The reactants are [O:1]=[C:2]1[CH:6]=[CH:5][C:4](=[O:7])[N:3]1[CH2:8][CH2:9][CH2:10][CH2:11][CH2:12][C:13]([O-:15])=[O:14].O[N:17]1[C:21](=[O:22])[CH2:20][CH2:19][C:18]1=[O:23].C1(N=C=NC2CCCCC2)CCCCC1. The catalyst is CCOC(C)=O. The product is [O:1]=[C:2]1[CH:6]=[CH:5][C:4](=[O:7])[N:3]1[CH2:8][CH2:9][CH2:10][CH2:11][CH2:12][C:13]([O:15][N:17]1[C:21](=[O:22])[CH2:20][CH2:19][C:18]1=[O:23])=[O:14]. The yield is 0.480.